Dataset: Full USPTO retrosynthesis dataset with 1.9M reactions from patents (1976-2016). Task: Predict the reactants needed to synthesize the given product. (1) Given the product [C:8]([C:7]1[N:6]=[N:5][C:4]([S:13][CH3:14])=[N:3][C:2]=1[NH:15][C:16]1[CH:21]=[CH:20][C:19]([CH:22]2[CH2:23][CH2:24][N:25]([C:28]([O:30][C:31]([CH3:34])([CH3:33])[CH3:32])=[O:29])[CH2:26][CH2:27]2)=[CH:18][CH:17]=1)(=[O:10])[NH2:37], predict the reactants needed to synthesize it. The reactants are: Cl[C:2]1[N:3]=[C:4]([S:13][CH3:14])[N:5]=[N:6][C:7]=1[C:8]([O:10]CC)=O.[NH2:15][C:16]1[CH:21]=[CH:20][C:19]([CH:22]2[CH2:27][CH2:26][N:25]([C:28]([O:30][C:31]([CH3:34])([CH3:33])[CH3:32])=[O:29])[CH2:24][CH2:23]2)=[CH:18][CH:17]=1.CC[N:37](C(C)C)C(C)C.N. (2) Given the product [Cl:1][C:2]1[C:3]([NH:18][C:19]2[CH:27]=[C:26]([F:28])[CH:25]=[CH:24][C:20]=2[C:21]([NH:37][O:38][CH3:39])=[O:22])=[CH:4][C:5]([NH:8][C:9]2[N:13]([CH:14]([CH3:15])[CH3:16])[N:12]=[C:11]([CH3:17])[CH:10]=2)=[N:6][CH:7]=1, predict the reactants needed to synthesize it. The reactants are: [Cl:1][C:2]1[C:3]([NH:18][C:19]2[CH:27]=[C:26]([F:28])[CH:25]=[CH:24][C:20]=2[C:21](O)=[O:22])=[CH:4][C:5]([NH:8][C:9]2[N:13]([CH:14]([CH3:16])[CH3:15])[N:12]=[C:11]([CH3:17])[CH:10]=2)=[N:6][CH:7]=1.C1C=CC2[N:37]([OH:38])N=NC=2C=1.[CH2:39](Cl)CCl.CCN(C(C)C)C(C)C. (3) Given the product [C:1]([O:5][C:6]([C@:8]1([NH:22][C:23]([O:25][C:26]([CH3:29])([CH3:28])[CH3:27])=[O:24])[CH2:13][C@H:12]([S:35][C:32]2[N:33]=[CH:34][NH:30][N:31]=2)[C@@H:11]2[C@H:9]1[C@H:10]2[C:15]([O:17][C:18]([CH3:21])([CH3:20])[CH3:19])=[O:16])=[O:7])([CH3:4])([CH3:3])[CH3:2], predict the reactants needed to synthesize it. The reactants are: [C:1]([O:5][C:6]([C@:8]1([NH:22][C:23]([O:25][C:26]([CH3:29])([CH3:28])[CH3:27])=[O:24])[CH2:13][C@@H:12](Br)[C@@H:11]2[C@H:9]1[C@H:10]2[C:15]([O:17][C:18]([CH3:21])([CH3:20])[CH3:19])=[O:16])=[O:7])([CH3:4])([CH3:3])[CH3:2].[NH:30]1[CH:34]=[N:33][C:32]([SH:35])=[N:31]1.C(=O)([O-])[O-].[K+].[K+]. (4) Given the product [F:31][C:32]1[CH:40]=[CH:39][C:35]([C:17]([N:15]2[CH2:14][CH2:13][N:5]3[C:6]4[N:12]=[CH:11][CH:10]=[CH:9][C:7]=4[NH:8][C:2](=[O:1])[CH2:3][CH:4]3[CH2:16]2)=[O:19])=[CH:34][CH:33]=1, predict the reactants needed to synthesize it. The reactants are: [O:1]=[C:2]1[NH:8][C:7]2[CH:9]=[CH:10][CH:11]=[N:12][C:6]=2[N:5]2[CH2:13][CH2:14][N:15]([C:17]([O:19]C(C)(C)C)=O)[CH2:16][CH:4]2[CH2:3]1.FC(F)(F)C(O)=O.[F:31][C:32]1[CH:40]=[CH:39][C:35](C(Cl)=O)=[CH:34][CH:33]=1. (5) Given the product [C:11]([O:15][C:16]([NH:18][C@H:19]1[CH2:23][C@@:22]([CH:28]([CH3:30])[CH3:29])([C:24]([O:26][CH3:27])=[O:25])[CH:21]=[CH:20]1)=[O:17])([CH3:14])([CH3:13])[CH3:12], predict the reactants needed to synthesize it. The reactants are: C[Si](C)(C)[N-][Si](C)(C)C.[Li+].[C:11]([O:15][C:16]([NH:18][C@H:19]1[CH2:23][C@@H:22]([C:24]([O:26][CH3:27])=[O:25])[CH:21]=[CH:20]1)=[O:17])([CH3:14])([CH3:13])[CH3:12].[CH:28](I)([CH3:30])[CH3:29].